Task: Predict the reactants needed to synthesize the given product.. Dataset: Full USPTO retrosynthesis dataset with 1.9M reactions from patents (1976-2016) (1) Given the product [C:10]([O:9][C@H:3]1[C@@H:4]2[C@@H:5]([O:6][CH2:7][CH2:8]2)[O:1][CH2:2]1)(=[O:17])[C:11]1[CH:16]=[CH:15][CH:14]=[CH:13][CH:12]=1, predict the reactants needed to synthesize it. The reactants are: [O:1]1[C@@H:5]2[O:6][CH2:7][CH2:8][C@@H:4]2[C@@H:3]([OH:9])[CH2:2]1.[C:10](O)(=[O:17])[C:11]1[CH:16]=[CH:15][CH:14]=[CH:13][CH:12]=1.N(C(OCC)=O)=NC(OCC)=O.C1(P(C2C=CC=CC=2)C2C=CC=CC=2)C=CC=CC=1. (2) Given the product [CH:1]12[CH2:7][CH:4]([CH:3]=[CH:2]1)[CH2:5][CH2:6]2.[CH3:24][C:21]1[CH:22]=[C:12]([O:11][CH3:10])[CH:13]=[CH:14][C:15]=1[CH:16]=[CH:17][C:18]([O-:20])=[O:19], predict the reactants needed to synthesize it. The reactants are: [CH:1]12[CH2:7][CH:4]([CH:5]=[CH:6]1)[CH2:3][CH:2]2CO.[CH3:10][O:11][C:12]1[CH:22]=[CH:21][C:15]([CH:16]=[CH:17][C:18]([OH:20])=[O:19])=[CH:14][CH:13]=1.Cl.[CH3:24]N(C)CCCN=C=NCC.O.ON1C2C=CC=CC=2N=N1.C(N(CC)CC)C. (3) Given the product [Cl:38][C:18]1[CH:19]=[C:20]2[C:25](=[C:26]([F:27])[C:17]=1[C:4]1[C:5]3[C:10](=[CH:9][CH:8]=[CH:7][CH:6]=3)[CH:11]=[CH:12][C:3]=1[O:2][CH3:1])[N:24]=[CH:23][N:22]=[C:21]2[N:28]1[CH2:33][CH2:32][N:31]([C:34](=[O:37])[CH:35]=[CH2:36])[CH2:30][CH2:29]1, predict the reactants needed to synthesize it. The reactants are: [CH3:1][O:2][C:3]1[CH:12]=[CH:11][C:10]2[C:5](=[CH:6][CH:7]=[CH:8][CH:9]=2)[C:4]=1B(O)O.Br[C:17]1[C:26]([F:27])=[C:25]2[C:20]([C:21]([N:28]3[CH2:33][CH2:32][N:31]([C:34](=[O:37])[CH:35]=[CH2:36])[CH2:30][CH2:29]3)=[N:22][CH:23]=[N:24]2)=[CH:19][C:18]=1[Cl:38]. (4) Given the product [OH:1][CH:2]([C:14]1[C:23]2[C:18](=[CH:19][CH:20]=[C:21]([O:24][CH3:25])[CH:22]=2)[N:17]=[CH:16][CH:15]=1)[CH2:3][CH2:4][C@@H:5]1[CH2:10][CH2:9][N:8]([CH:34]2[CH2:35][CH:32]([C:26]3[CH:31]=[CH:30][CH:29]=[CH:28][CH:27]=3)[CH2:33]2)[CH2:7][C@@H:6]1[C:11]([OH:13])=[O:12], predict the reactants needed to synthesize it. The reactants are: [OH:1][CH:2]([C:14]1[C:23]2[C:18](=[CH:19][CH:20]=[C:21]([O:24][CH3:25])[CH:22]=2)[N:17]=[CH:16][CH:15]=1)[CH2:3][CH2:4][C@@H:5]1[CH2:10][CH2:9][NH:8][CH2:7][C@@H:6]1[C:11]([OH:13])=[O:12].[C:26]1([CH:32]2[CH2:35][C:34](=O)[CH2:33]2)[CH:31]=[CH:30][CH:29]=[CH:28][CH:27]=1.[BH3-]C#N.[Na+].[OH-].[Na+]. (5) Given the product [CH3:24][O:25][C:26]1[CH:27]=[C:28]([C:2]2[CH:11]=[CH:10][C:9]3[N:8]=[CH:7][C:6]4[N:12]([CH3:23])[C:13](=[O:22])[N:14]([C:15]5[CH:16]=[N:17][N:18]([CH3:21])[C:19]=5[CH3:20])[C:5]=4[C:4]=3[CH:3]=2)[CH:29]=[CH:30][C:31]=1[O:32][CH3:33], predict the reactants needed to synthesize it. The reactants are: Br[C:2]1[CH:11]=[CH:10][C:9]2[N:8]=[CH:7][C:6]3[N:12]([CH3:23])[C:13](=[O:22])[N:14]([C:15]4[CH:16]=[N:17][N:18]([CH3:21])[C:19]=4[CH3:20])[C:5]=3[C:4]=2[CH:3]=1.[CH3:24][O:25][C:26]1[CH:27]=[C:28](B(O)O)[CH:29]=[CH:30][C:31]=1[O:32][CH3:33]. (6) The reactants are: [CH3:1][C:2]1([CH3:34])[CH2:7][CH2:6][CH2:5][CH:4]([O:8][C:9]2[CH:14]=[CH:13][C:12]([C:15]([C:20]3[CH:21]=[CH:22][C:23]4[O:27][C:26]([C:28]([OH:30])=O)=[CH:25][C:24]=4[CH:31]=3)([CH2:18][CH3:19])[CH2:16][CH3:17])=[CH:11][C:10]=2[CH3:32])[C:3]1=[O:33].C(Cl)CCl.C1C=CC2N(O)N=NC=2C=1.C(N(CC)CC)C.Cl.C([O:59][C:60](=[O:64])[CH2:61][NH:62][CH3:63])C. Given the product [CH3:34][C:2]1([CH3:1])[CH2:7][CH2:6][CH2:5][CH:4]([O:8][C:9]2[CH:14]=[CH:13][C:12]([C:15]([C:20]3[CH:21]=[CH:22][C:23]4[O:27][C:26]([C:28]([N:62]([CH2:61][C:60]([OH:64])=[O:59])[CH3:63])=[O:30])=[CH:25][C:24]=4[CH:31]=3)([CH2:16][CH3:17])[CH2:18][CH3:19])=[CH:11][C:10]=2[CH3:32])[C:3]1=[O:33], predict the reactants needed to synthesize it. (7) Given the product [N:10]1([C:14]([C:16]2[CH:21]=[CH:20][C:19]([O:22][C:23]3[CH:24]=[C:25]([CH:29]=[C:30]([O:32][CH2:33][C:34]4[CH:35]=[CH:36][CH:37]=[CH:38][CH:39]=4)[CH:31]=3)[C:26]([NH:65][C:66]3[CH:70]=[CH:69][N:68]([CH3:71])[N:67]=3)=[O:28])=[C:18]([Cl:40])[CH:17]=2)=[O:15])[CH2:13][CH2:12][CH2:11]1, predict the reactants needed to synthesize it. The reactants are: CCN(C(C)C)C(C)C.[N:10]1([C:14]([C:16]2[CH:21]=[CH:20][C:19]([O:22][C:23]3[CH:24]=[C:25]([CH:29]=[C:30]([O:32][CH2:33][C:34]4[CH:39]=[CH:38][CH:37]=[CH:36][CH:35]=4)[CH:31]=3)[C:26]([OH:28])=O)=[C:18]([Cl:40])[CH:17]=2)=[O:15])[CH2:13][CH2:12][CH2:11]1.CN(C(ON1N=NC2C=CC=NC1=2)=[N+](C)C)C.F[P-](F)(F)(F)(F)F.[NH2:65][C:66]1[CH:70]=[CH:69][N:68]([CH3:71])[N:67]=1. (8) Given the product [CH3:22][O:23][C:24](=[O:34])[CH2:25][C:26]1[CH:31]=[CH:30][C:29]([Cl:32])=[C:28]([O:33][CH2:16][CH2:15][C:12]2([CH2:17][CH3:18])[CH2:11][CH2:10][N:9]([C:7]3[S:8][C:4]4[CH:3]=[C:2]([Cl:1])[CH:21]=[CH:20][C:5]=4[N:6]=3)[CH2:14][CH2:13]2)[CH:27]=1, predict the reactants needed to synthesize it. The reactants are: [Cl:1][C:2]1[CH:21]=[CH:20][C:5]2[N:6]=[C:7]([N:9]3[CH2:14][CH2:13][C:12]([CH2:17][CH2:18]Cl)([CH2:15][CH3:16])[CH2:11][CH2:10]3)[S:8][C:4]=2[CH:3]=1.[CH3:22][O:23][C:24](=[O:34])[CH2:25][C:26]1[CH:31]=[CH:30][C:29]([Cl:32])=[C:28]([OH:33])[CH:27]=1.C(=O)([O-])[O-].[Cs+].[Cs+].CN(C)C=O. (9) Given the product [I-:1].[OH:8][C:7]1[C:11]([I:10])=[N+:3]([CH3:2])[C:4]([CH3:9])=[CH:5][CH:6]=1, predict the reactants needed to synthesize it. The reactants are: [I:1][C:2]1[C:7]([OH:8])=[CH:6][CH:5]=[C:4]([CH3:9])[N:3]=1.[I:10][CH3:11].